Dataset: Full USPTO retrosynthesis dataset with 1.9M reactions from patents (1976-2016). Task: Predict the reactants needed to synthesize the given product. (1) Given the product [Br:1][C:2]1[CH:3]=[CH:4][C:5]([F:26])=[C:6]([C:8]2([CH2:11][F:12])[CH2:9][N@:13]2[S:14]([C:17]2[CH:22]=[CH:21][CH:20]=[CH:19][C:18]=2[N+:23]([O-:25])=[O:24])(=[O:16])=[O:15])[CH:7]=1, predict the reactants needed to synthesize it. The reactants are: [Br:1][C:2]1[CH:3]=[CH:4][C:5]([F:26])=[C:6]([C@:8]([NH:13][S:14]([C:17]2[CH:22]=[CH:21][CH:20]=[CH:19][C:18]=2[N+:23]([O-:25])=[O:24])(=[O:16])=[O:15])([CH2:11][F:12])[CH2:9]O)[CH:7]=1.C1C=CC(P(C2C=CC=CC=2)C2C=CC=CC=2)=CC=1.CCOC(/N=N/C(OCC)=O)=O. (2) Given the product [C:17]1([S:23]([N:12]2[CH2:11][CH2:10][N:9]([C:4]3[C:3]([C:2]([F:1])([F:15])[F:16])=[CH:8][CH:7]=[CH:6][N:5]=3)[CH2:14][CH2:13]2)(=[O:25])=[O:24])[CH:22]=[CH:21][CH:20]=[CH:19][CH:18]=1, predict the reactants needed to synthesize it. The reactants are: [F:1][C:2]([F:16])([F:15])[C:3]1[C:4]([N:9]2[CH2:14][CH2:13][NH:12][CH2:11][CH2:10]2)=[N:5][CH:6]=[CH:7][CH:8]=1.[C:17]1([S:23](Cl)(=[O:25])=[O:24])[CH:22]=[CH:21][CH:20]=[CH:19][CH:18]=1. (3) The reactants are: CN([CH2:4][C:5]1[CH:6]=[C:7]([C:11]2[NH:12][C:13]3[CH:14]=[C:15]([NH:25]C(=O)C4C=CC=C(C(F)(F)F)C=4F)[CH:16]=[C:17]4[C:23](=[O:24])NN=C[C:19]=2[C:18]=34)[CH:8]=[CH:9][CH:10]=1)C.Cl.[O:40]1CCOC[CH2:41]1.C[OH:47]. Given the product [CH3:41][O:40][C:23]([C:17]1[C:18]2[CH:19]=[C:11]([C:7]3[CH:8]=[CH:9][CH:10]=[C:5]([CH2:4][OH:47])[CH:6]=3)[NH:12][C:13]=2[CH:14]=[C:15]([NH2:25])[CH:16]=1)=[O:24], predict the reactants needed to synthesize it. (4) Given the product [F:21][C:22]1[CH:30]=[C:29]2[C:25]([C:26]([C:40]3[CH:49]=[CH:48][C:43]4[NH:44][C:45]([CH3:47])=[N:46][C:42]=4[CH:41]=3)=[CH:27][NH:28]2)=[CH:24][CH:23]=1, predict the reactants needed to synthesize it. The reactants are: FC1C=C2C(C(I)=CN2S(C2C=CC=CC=2)(=O)=O)=CC=1.[F:21][C:22]1[CH:30]=[C:29]2[C:25]([C:26]([C:40]3[CH:49]=[CH:48][C:43]4[NH:44][C:45]([CH3:47])=[N:46][C:42]=4[CH:41]=3)=[CH:27][N:28]2S(C2C=CC=CC=2)(=O)=O)=[CH:24][CH:23]=1.